This data is from Forward reaction prediction with 1.9M reactions from USPTO patents (1976-2016). The task is: Predict the product of the given reaction. Given the reactants BrC[CH2:3][CH2:4][CH2:5][N:6]1[CH2:15][CH2:14][C:13]2[C:8](=[CH:9][CH:10]=[CH:11][CH:12]=2)[C:7]1=[O:16].C1(=O)C2C(=CC=CC=2)CCN1.[Br:28]CCCCBr, predict the reaction product. The product is: [Br:28][CH2:3][CH2:4][CH2:5][N:6]1[C:15]2[C:10](=[CH:11][CH:12]=[CH:13][CH:14]=2)[CH2:9][CH2:8][C:7]1=[O:16].